Dataset: Forward reaction prediction with 1.9M reactions from USPTO patents (1976-2016). Task: Predict the product of the given reaction. (1) Given the reactants [Br:1][C:2]1[CH:3]=[C:4]2[C:12](=[CH:13][CH:14]=1)[NH:11][C:10]1[CH:9]([NH2:15])[CH2:8][CH2:7][CH2:6][C:5]2=1.[C:16](Cl)(=[O:23])[C:17]1[CH:22]=[CH:21][CH:20]=[CH:19][CH:18]=1.C(N(C(C)C)CC)(C)C, predict the reaction product. The product is: [Br:1][C:2]1[CH:3]=[C:4]2[C:12](=[CH:13][CH:14]=1)[NH:11][C:10]1[CH:9]([NH:15][C:16](=[O:23])[C:17]3[CH:22]=[CH:21][CH:20]=[CH:19][CH:18]=3)[CH2:8][CH2:7][CH2:6][C:5]2=1. (2) Given the reactants N[C:2]1[N:7]=[C:6]([C:8]2[C:16]3[C:11](=[N:12][CH:13]=[CH:14][C:15]=3[O:17]C3CCCCC3)[NH:10][CH:9]=2)[CH:5]=[CH:4][N:3]=1.NC1N=C(C2C3C(=NC=CC=3OCC3C=CC=CC=3)NC=2)C=CN=1, predict the reaction product. The product is: [N:3]1[CH:4]=[CH:5][C:6]([C:8]2[C:16]3[C:11](=[N:12][CH:13]=[CH:14][C:15]=3[OH:17])[NH:10][CH:9]=2)=[N:7][CH:2]=1. (3) Given the reactants CN1CCOCC1.[C:8]([O:12][C:13]([N:15]1[CH2:22][CH2:21][CH2:20][C@H:16]1[C:17]([OH:19])=O)=[O:14])([CH3:11])([CH3:10])[CH3:9].C(Cl)(=O)C(C)(C)C.Cl.[CH:31]1([CH:37]2[C:46]3[C:41](=[CH:42][CH:43]=[CH:44][CH:45]=3)[CH2:40][CH2:39][NH:38]2)[CH2:36][CH2:35][CH2:34][CH2:33][CH2:32]1.Cl, predict the reaction product. The product is: [CH:31]1([CH:37]2[C:46]3[C:41](=[CH:42][CH:43]=[CH:44][CH:45]=3)[CH2:40][CH2:39][N:38]2[C:17]([C@@H:16]2[CH2:20][CH2:21][CH2:22][N:15]2[C:13]([O:12][C:8]([CH3:9])([CH3:10])[CH3:11])=[O:14])=[O:19])[CH2:32][CH2:33][CH2:34][CH2:35][CH2:36]1. (4) The product is: [CH3:1][C:2]1[CH:10]=[C:9]2[C:5]([CH:6]=[CH:7][N:8]2[C:12]2[CH:17]=[CH:16][CH:15]=[CH:14][CH:13]=2)=[CH:4][CH:3]=1. Given the reactants [CH3:1][C:2]1[CH:10]=[C:9]2[C:5]([CH:6]=[CH:7][NH:8]2)=[CH:4][CH:3]=1.I[C:12]1[CH:17]=[CH:16][CH:15]=[CH:14][CH:13]=1, predict the reaction product. (5) Given the reactants [CH2:1]([O:3][C:4](=[O:28])[CH2:5][O:6][C:7]1[CH:12]=[C:11]([CH3:13])[C:10]([S:14][C:15]2[CH:20]=[C:19]([O:21][CH2:22][CH:23]([CH3:25])[CH3:24])[CH:18]=[C:17](Br)[CH:16]=2)=[CH:9][C:8]=1[CH3:27])[CH3:2].[CH2:29]([N:32]1[CH2:37][CH2:36][O:35][CH2:34][CH2:33]1)[C:30]#[CH:31], predict the reaction product. The product is: [CH2:1]([O:3][C:4](=[O:28])[CH2:5][O:6][C:7]1[CH:12]=[C:11]([CH3:13])[C:10]([S:14][C:15]2[CH:16]=[C:17]([C:31]#[C:30][CH2:29][N:32]3[CH2:37][CH2:36][O:35][CH2:34][CH2:33]3)[CH:18]=[C:19]([O:21][CH2:22][CH:23]([CH3:25])[CH3:24])[CH:20]=2)=[CH:9][C:8]=1[CH3:27])[CH3:2].